This data is from Forward reaction prediction with 1.9M reactions from USPTO patents (1976-2016). The task is: Predict the product of the given reaction. Given the reactants [Cl:1][C:2]1[N:11]=[C:10](Cl)[C:9]2[C:4](=[CH:5][C:6]([Cl:13])=[CH:7][CH:8]=2)[N:3]=1.[CH3:14][NH:15][C@H:16]1[CH2:20][CH2:19][NH:18][CH2:17]1, predict the reaction product. The product is: [Cl:1][C:2]1[N:11]=[C:10]([N:18]2[CH2:19][CH2:20][C@H:16]([NH:15][CH3:14])[CH2:17]2)[C:9]2[C:4](=[CH:5][C:6]([Cl:13])=[CH:7][CH:8]=2)[N:3]=1.